This data is from Full USPTO retrosynthesis dataset with 1.9M reactions from patents (1976-2016). The task is: Predict the reactants needed to synthesize the given product. (1) The reactants are: [NH2:1][C:2]1[C:3]([CH3:8])=[CH:4][CH:5]=[CH:6][CH:7]=1.[C:9](Cl)(=[O:13])[CH2:10][CH2:11][CH3:12].CO. Given the product [CH3:8][C:3]1[CH:4]=[CH:5][CH:6]=[CH:7][C:2]=1[NH:1][C:9](=[O:13])[CH2:10][CH2:11][CH3:12], predict the reactants needed to synthesize it. (2) Given the product [ClH:38].[ClH:38].[NH2:1][C:2]1[N:7]=[CH:6][N:5]=[C:4]2[N:8]([CH:14]([C:16]3[C:17]([O:36][CH3:37])=[C:18]([CH:25]4[CH2:28][NH:27][CH2:26]4)[C:19]([CH3:24])=[C:20]([CH:21]=3)[C:22]#[N:23])[CH3:15])[N:9]=[C:10]([CH:11]([F:12])[F:13])[C:3]=12, predict the reactants needed to synthesize it. The reactants are: [NH2:1][C:2]1[N:7]=[CH:6][N:5]=[C:4]2[N:8]([CH:14]([C:16]3[C:17]([O:36][CH3:37])=[C:18]([CH:25]4[CH2:28][N:27](C(OC(C)(C)C)=O)[CH2:26]4)[C:19]([CH3:24])=[C:20]([C:22]#[N:23])[CH:21]=3)[CH3:15])[N:9]=[C:10]([CH:11]([F:13])[F:12])[C:3]=12.[ClH:38].O1CCOCC1. (3) Given the product [CH3:13][C:12]([CH3:15])([CH3:14])[CH2:11][N:10]1[C:5]2[C:6](=[N:7][C:2]([C:24]3[C:19]([F:18])=[N:20][CH:21]=[CH:22][CH:23]=3)=[CH:3][CH:4]=2)[N:8]([CH3:17])[C:9]1=[O:16], predict the reactants needed to synthesize it. The reactants are: Cl[C:2]1[N:7]=[C:6]2[N:8]([CH3:17])[C:9](=[O:16])[N:10]([CH2:11][C:12]([CH3:15])([CH3:14])[CH3:13])[C:5]2=[CH:4][CH:3]=1.[F:18][C:19]1[C:24]([Sn](CCCC)(CCCC)CCCC)=[CH:23][CH:22]=[CH:21][N:20]=1. (4) Given the product [CH2:1]([N:3]([S:10]([C:13]1[CH:18]=[CH:17][C:16]([F:19])=[CH:15][CH:14]=1)(=[O:12])=[O:11])[C:4]1([C:7]([NH:47][CH2:46][C:44]2[CH:43]=[CH:42][N:41]=[C:40]([C:37]3[CH:36]=[CH:35][C:34]([O:33][C:32]([F:49])([F:31])[F:48])=[CH:39][CH:38]=3)[CH:45]=2)=[O:9])[CH2:5][CH2:6]1)[CH3:2], predict the reactants needed to synthesize it. The reactants are: [CH2:1]([N:3]([S:10]([C:13]1[CH:18]=[CH:17][C:16]([F:19])=[CH:15][CH:14]=1)(=[O:12])=[O:11])[C:4]1([C:7]([OH:9])=O)[CH2:6][CH2:5]1)[CH3:2].CCOC(OC(OCC)=O)=O.[F:31][C:32]([F:49])([F:48])[O:33][C:34]1[CH:39]=[CH:38][C:37]([C:40]2[CH:45]=[C:44]([CH2:46][NH2:47])[CH:43]=[CH:42][N:41]=2)=[CH:36][CH:35]=1. (5) Given the product [F:1][C:2]1[CH:27]=[CH:26][C:5]([CH2:6][N:7]2[CH2:16][CH2:15][C:14]3[C:9](=[C:10]([O:23][CH3:24])[C:11](=[O:22])[N:12]([CH3:21])[C:13]=3[C:17]([OH:19])=[O:18])[C:8]2=[O:25])=[CH:4][CH:3]=1, predict the reactants needed to synthesize it. The reactants are: [F:1][C:2]1[CH:27]=[CH:26][C:5]([CH2:6][N:7]2[CH2:16][CH2:15][C:14]3[C:9](=[C:10]([O:23][CH3:24])[C:11](=[O:22])[N:12]([CH3:21])[C:13]=3[C:17]([O:19]C)=[O:18])[C:8]2=[O:25])=[CH:4][CH:3]=1.[Li+].[OH-]. (6) Given the product [F:34][C:20]1([F:19])[C:28]2[C:23](=[CH:24][CH:25]=[C:26]([F:32])[C:27]=2[CH:29]([O:31][C@:8]23[CH2:7][CH2:6][CH2:5][C@@:10]2([CH2:9][CH:11]=[CH2:12])[CH2:2][CH2:3][O:17]3)[CH3:30])[NH:22][C:21]1=[O:33], predict the reactants needed to synthesize it. The reactants are: F[C:2]1(F)[C:10]2[C:5](=[CH:6][CH:7]=[CH:8][C:9]=2[CH:11](O)[C:12](F)(F)F)N[C:3]1=[O:17].[F:19][C:20]1([F:34])[C:28]2[C:23](=[CH:24][CH:25]=[C:26]([F:32])[C:27]=2[CH:29]([OH:31])[CH3:30])[NH:22][C:21]1=[O:33]. (7) Given the product [CH:1]1([CH2:4][N:5]2[CH2:10][CH2:9][N:8]([C:11]([NH:13][C@H:14]([C@H:20]([C:22]3[C:30]4[C:25](=[CH:26][CH:27]=[CH:28][CH:29]=4)[NH:24][CH:23]=3)[CH3:21])[C:15]([OH:17])=[O:16])=[O:12])[CH2:7][CH2:6]2)[CH2:3][CH2:2]1, predict the reactants needed to synthesize it. The reactants are: [CH:1]1([CH2:4][N:5]2[CH2:10][CH2:9][N:8]([C:11]([NH:13][C@H:14]([C@H:20]([C:22]3[C:30]4[C:25](=[CH:26][CH:27]=[CH:28][CH:29]=4)[NH:24][CH:23]=3)[CH3:21])[C:15]([O:17]CC)=[O:16])=[O:12])[CH2:7][CH2:6]2)[CH2:3][CH2:2]1.[OH-].[Na+].Cl.[Cl-].[Na+]. (8) The reactants are: [H-].[Na+].[CH2:3]([C:5]1[C:14]([CH3:15])=[C:13]([OH:16])[C:12]2[C:7](=[CH:8][C:9]([Cl:18])=[C:10]([F:17])[CH:11]=2)[N:6]=1)[CH3:4].C(C1C(C)=C([O:32][C:33]([CH:35]2[CH2:37][CH2:36]2)=O)C2C(=CC(F)=C(F)C=2)N=1)C.[CH2:40]([C:42]1[C:51]([CH3:52])=[C:50]([O:53][C:54]([CH:56]2[CH2:58][CH2:57]2)=[O:55])[C:49]2[C:44](=[CH:45][CH:46]=[C:47]([F:60])[C:48]=2F)[N:43]=1)[CH3:41]. Given the product [CH2:3]([C:5]1[C:14]([CH3:15])=[C:13]([O:16][C:33]([CH:35]2[CH2:37][CH2:36]2)=[O:32])[C:12]2[C:7](=[CH:8][C:9]([Cl:18])=[C:10]([F:17])[CH:11]=2)[N:6]=1)[CH3:4].[CH2:40]([C:42]1[C:51]([CH3:52])=[C:50]([O:53][C:54]([CH:56]2[CH2:58][CH2:57]2)=[O:55])[C:49]2[C:44](=[CH:45][CH:46]=[C:47]([F:60])[C:48]=2[Cl:18])[N:43]=1)[CH3:41], predict the reactants needed to synthesize it. (9) Given the product [CH2:5]([O:2][C:1]([CH2:4][CH:5]1[C:9]2[C:10]([C:16]([NH:18][C:19]3[C:24]([Cl:25])=[CH:23][N:22]=[CH:21][C:20]=3[Cl:26])=[O:17])=[CH:11][CH:12]=[C:13]([O:14][CH3:15])[C:8]=2[O:7][CH2:6]1)=[O:3])[C:9]1[CH:10]=[CH:11][CH:12]=[CH:13][CH:8]=1, predict the reactants needed to synthesize it. The reactants are: [C:1]([CH2:4][CH:5]1[C:9]2[C:10]([C:16]([NH:18][C:19]3[C:24]([Cl:25])=[CH:23][N:22]=[CH:21][C:20]=3[Cl:26])=[O:17])=[CH:11][CH:12]=[C:13]([O:14][CH3:15])[C:8]=2[O:7][CH2:6]1)([OH:3])=[O:2].S(Cl)(Cl)=O.